Dataset: Full USPTO retrosynthesis dataset with 1.9M reactions from patents (1976-2016). Task: Predict the reactants needed to synthesize the given product. (1) Given the product [NH:45]1[C:53]2[C:48](=[C:49]([C:54]3[CH:62]=[C:61]4[C:57]([CH:58]=[N:59][NH:60]4)=[C:56]([NH:63][C:33]([C:32]4[N:28]([CH:26]([CH3:25])[CH3:27])[N:29]=[CH:30][CH:31]=4)=[O:35])[CH:55]=3)[CH:50]=[CH:51][CH:52]=2)[CH:47]=[CH:46]1, predict the reactants needed to synthesize it. The reactants are: CN(C(ON1N=NC2C=CC=NC1=2)=[N+](C)C)C.F[P-](F)(F)(F)(F)F.[CH3:25][CH:26]([N:28]1[C:32]([C:33]([OH:35])=O)=[CH:31][CH:30]=[N:29]1)[CH3:27].CCN(C(C)C)C(C)C.[NH:45]1[C:53]2[C:48](=[C:49]([C:54]3[CH:55]=[C:56]([NH2:63])[C:57]4[CH:58]=[N:59][NH:60][C:61]=4[CH:62]=3)[CH:50]=[CH:51][CH:52]=2)[CH:47]=[CH:46]1. (2) Given the product [NH:20]1[CH2:19][CH2:14][CH:15]([C:16]([OH:17])=[O:34])[CH2:24][CH2:21]1, predict the reactants needed to synthesize it. The reactants are: C([BH3-])#N.[Na+].C1(N2[C:15]([CH2:16][O:17]C)=[C:14]([C:19]3ON=[C:21]([C:24]4C=CC(C=O)=CC=4)[N:20]=3)C=N2)CCCCC1.C(O)(=[O:34])C. (3) Given the product [N:1]1[CH:6]=[CH:5][CH:4]=[CH:3][C:2]=1[C:7]1[N:11]=[C:10]([C:12]2[CH:17]=[C:16]([C:23]3[CH:24]=[CH:25][N:20]=[CH:21][CH:22]=3)[CH:15]=[CH:14][C:13]=2[F:19])[O:9][N:8]=1, predict the reactants needed to synthesize it. The reactants are: [N:1]1[CH:6]=[CH:5][CH:4]=[CH:3][C:2]=1[C:7]1[N:11]=[C:10]([C:12]2[CH:17]=[C:16](Br)[CH:15]=[CH:14][C:13]=2[F:19])[O:9][N:8]=1.[N:20]1[CH:25]=[CH:24][C:23](B(O)O)=[CH:22][CH:21]=1.C(=O)([O-])[O-].[Na+].[Na+]. (4) Given the product [CH2:22]=[C:23]([CH2:27][CH2:28][CH3:29])[CH2:24][CH2:25][N:13]([C@@H:14]([CH2:19][CH:20]=[CH2:21])[C:15]([O:17][CH3:18])=[O:16])[S:10]([C:5]1[CH:6]=[CH:7][CH:8]=[CH:9][C:4]=1[N+:1]([O-:3])=[O:2])(=[O:12])=[O:11], predict the reactants needed to synthesize it. The reactants are: [N+:1]([C:4]1[CH:9]=[CH:8][CH:7]=[CH:6][C:5]=1[S:10]([NH:13][C@@H:14]([CH2:19][CH:20]=[CH2:21])[C:15]([O:17][CH3:18])=[O:16])(=[O:12])=[O:11])([O-:3])=[O:2].[CH2:22]=[C:23]([CH2:27][CH2:28][CH3:29])[CH2:24][CH2:25]O.C1(P(C2C=CC=CC=2)C2C=CC=CC=2)C=CC=CC=1.N(C(OC(C)C)=O)=NC(OC(C)C)=O.